From a dataset of Catalyst prediction with 721,799 reactions and 888 catalyst types from USPTO. Predict which catalyst facilitates the given reaction. (1) Reactant: Cl[CH2:2][CH2:3][CH2:4][C:5]([C:7]1[CH:12]=[CH:11][C:10]([NH:13]C(=O)C)=[CH:9][CH:8]=1)=[O:6].[OH-].[Na+]. Product: [NH2:13][C:10]1[CH:9]=[CH:8][C:7]([C:5]([CH:4]2[CH2:3][CH2:2]2)=[O:6])=[CH:12][CH:11]=1. The catalyst class is: 8. (2) Reactant: [CH2:1]([O:3][C:4]([C:6]1[S:7][C:8]([O:19][C:20]2[CH:25]=[CH:24][CH:23]=[C:22]([O:26][CH3:27])[CH:21]=2)=[C:9]2[C:17]3[N:16]([CH3:18])[N:15]=[CH:14][C:13]=3[CH2:12][CH2:11][C:10]=12)=[O:5])[CH3:2].[C:28](Cl)(=[O:30])[CH3:29].[Sn](Cl)(Cl)(Cl)Cl.Cl. Product: [CH2:1]([O:3][C:4]([C:6]1[S:7][C:8]([O:19][C:20]2[CH:25]=[CH:24][C:23]([C:28](=[O:30])[CH3:29])=[C:22]([O:26][CH3:27])[CH:21]=2)=[C:9]2[C:17]3[N:16]([CH3:18])[N:15]=[CH:14][C:13]=3[CH2:12][CH2:11][C:10]=12)=[O:5])[CH3:2]. The catalyst class is: 26. (3) Reactant: [C:1]([O:4][CH2:5][C@@H:6]1[CH:11]([O:12][C:13](=[O:15])[CH3:14])[C@H:10]([O:16][C:17](=[O:19])[CH3:18])[C@@H:9]([O:20][C:21](=[O:23])[CH3:22])[C@H:8](OC(=O)C)[O:7]1)(=[O:3])[CH3:2].[Br:28][C:29]1[CH:34]=[CH:33][C:32]([CH2:35][CH:36]2[C:44]3[C:39](=[CH:40][CH:41]=[CH:42][C:43]=3[CH3:45])[NH:38][CH2:37]2)=[CH:31][CH:30]=1.C(O)(=O)C. Product: [C:1]([O:4][CH2:5][C@@H:6]1[C@@H:11]([O:12][C:13](=[O:15])[CH3:14])[C@H:10]([O:16][C:17](=[O:19])[CH3:18])[C@@H:9]([O:20][C:21](=[O:23])[CH3:22])[C@H:8]([N:38]2[C:39]3[C:44](=[C:43]([CH3:45])[CH:42]=[CH:41][CH:40]=3)[CH:36]([CH2:35][C:32]3[CH:31]=[CH:30][C:29]([Br:28])=[CH:34][CH:33]=3)[CH2:37]2)[O:7]1)(=[O:3])[CH3:2]. The catalyst class is: 5. (4) Reactant: [Cl:1][C:2]1[CH:7]=[C:6]([F:8])[CH:5]=[CH:4][C:3]=1[SH:9].FC(F)(F)C(O)=O.[C:17]1([C:23]([C:31]2[CH:36]=[CH:35][CH:34]=[CH:33][CH:32]=2)([C:25]2[CH:30]=[CH:29][CH:28]=[CH:27][CH:26]=2)O)[CH:22]=[CH:21][CH:20]=[CH:19][CH:18]=1. Product: [Cl:1][C:2]1[CH:7]=[C:6]([F:8])[CH:5]=[CH:4][C:3]=1[S:9][C:23]([C:17]1[CH:22]=[CH:21][CH:20]=[CH:19][CH:18]=1)([C:31]1[CH:32]=[CH:33][CH:34]=[CH:35][CH:36]=1)[C:25]1[CH:26]=[CH:27][CH:28]=[CH:29][CH:30]=1. The catalyst class is: 4. (5) Reactant: [NH2:1][CH:2]1[CH2:7][CH2:6][N:5]([C:8]2[C:9]([Cl:31])=[C:10]([NH:16][C:17]3[N:22]=[C:21]([NH:23][CH2:24][CH3:25])[C:20]4=[N:26][CH:27]=[C:28]([C:29]#[N:30])[N:19]4[N:18]=3)[CH:11]=[C:12]([C:14]#[N:15])[CH:13]=2)[CH2:4][CH2:3]1.C(N(CC)C(C)C)(C)C.[C:41](Cl)(=[O:44])[O:42][CH3:43]. Product: [Cl:31][C:9]1[C:10]([NH:16][C:17]2[N:22]=[C:21]([NH:23][CH2:24][CH3:25])[C:20]3=[N:26][CH:27]=[C:28]([C:29]#[N:30])[N:19]3[N:18]=2)=[CH:11][C:12]([C:14]#[N:15])=[CH:13][C:8]=1[N:5]1[CH2:6][CH2:7][CH:2]([NH:1][C:41](=[O:44])[O:42][CH3:43])[CH2:3][CH2:4]1. The catalyst class is: 92.